This data is from Full USPTO retrosynthesis dataset with 1.9M reactions from patents (1976-2016). The task is: Predict the reactants needed to synthesize the given product. (1) Given the product [C:1]([C@H:4]1[CH2:9][N:8]([C:10]([O:12][CH2:13][CH:14]2[C:26]3[CH:25]=[CH:24][CH:23]=[CH:22][C:21]=3[C:20]3[C:15]2=[CH:16][CH:17]=[CH:18][CH:19]=3)=[O:11])[C@H:7]([CH3:27])[CH2:6][CH2:5]1)(=[S:37])[NH2:2], predict the reactants needed to synthesize it. The reactants are: [C:1]([C@H:4]1[CH2:9][N:8]([C:10]([O:12][CH2:13][CH:14]2[C:26]3[CH:25]=[CH:24][CH:23]=[CH:22][C:21]=3[C:20]3[C:15]2=[CH:16][CH:17]=[CH:18][CH:19]=3)=[O:11])[C@H:7]([CH3:27])[CH2:6][CH2:5]1)(=O)[NH2:2].COC1C=CC(P2(SP(C3C=CC(OC)=CC=3)(=S)S2)=[S:37])=CC=1. (2) Given the product [O:16]=[C:7]1[C:8]2[C:13](=[CH:12][CH:11]=[CH:10][CH:9]=2)[C:14](=[O:15])[N:6]1[CH2:5][C:4]1[CH:17]=[CH:18][C:19]2[NH:20][C:24]([CH2:26][C:27]3[NH:31][C:30]4[CH:32]=[CH:33][C:34]([C:36]([OH:38])=[O:37])=[CH:35][C:29]=4[N:28]=3)=[N:1][C:2]=2[CH:3]=1, predict the reactants needed to synthesize it. The reactants are: [NH2:1][C:2]1[CH:3]=[C:4]([CH:17]=[CH:18][C:19]=1[NH2:20])[CH2:5][N:6]1[C:14](=[O:15])[C:13]2[C:8](=[CH:9][CH:10]=[CH:11][CH:12]=2)[C:7]1=[O:16].C(O[C:24]([CH2:26][C:27]1[NH:31][C:30]2[CH:32]=[CH:33][C:34]([C:36]([OH:38])=[O:37])=[CH:35][C:29]=2[N:28]=1)=O)C.